Regression. Given a target protein amino acid sequence and a drug SMILES string, predict the binding affinity score between them. We predict pKi (pKi = -log10(Ki in M); higher means stronger inhibition). Dataset: bindingdb_ki. From a dataset of Drug-target binding data from BindingDB using Ki measurements. (1) The drug is O[Si](CCCN1CCCCC1)(c1ccccc1)C1CCCCC1. The target protein sequence is YETVEMVFIATVTGSLSLVTVVGNILVMLSIKVNRQLQTVNNYFLFSLACADLIIGAFSMNLYTVYIIKGYWPLGAVVCDLWLALDYVVSNASVMNLLIISFDRYFCVTKPLTYPARRTTKMAGLMIAAAWVLSFVLWAPAILFWQFVVGKRTVPDNQCFIQFLSNPAVTFGTAIAAFYLPVVIMTVLYVHISLASRSRVHKHRPEGPKEKKAKPLAFLKSPLMKQSVKKPPPGEAAARGELRNGKLEEAPPPVLPPPPRPVADKDTSNESSSGSATQNTKERPPTELSTTEATTPAAPAPPLQPRTLNPASKWSKIQIVTKQTGNECVTAIEIVPATPAGMRPAANVARKFASIARNQVRKKRQMAARERKVTRTIFAILLAFILTWTPYNVMVLVNTFCQSCIPDTVWSIGYWLCYVNSTINPACYALCNATFKKTFRHLLLCQYRNIGTAR. The pKi is 7.5. (2) The target protein (P48303) has sequence MVSSTSIPVVKALRSQVSDYGNYDIIVRHYNYTGKLNIGVEKDHGIKLTSVVFILICCLIILENIFVLLTIWKTKKFHRPMYYFIGNLALSDLLAGVAYTANLLLSGATTYKLTPAQWFLREGSMFVALSASVFSLLAIAIERYITMLKMKLHNGSNSSRSFLLISACWVISLILGGLPIMGWNCISSLSSCSTVLPLYHKHYILFCTTVFTLLLLSIVILYCRIYSLVRTRSRRLTFRKNISKASRSSEKSLALLKTVIIVLSVFIACWAPLFILLLLDVGCKAKTCDILYKAEYFLVLAVLNSGTNPIIYTLTNKEMRRAFIRIISCCKCPNGDSAGKFKRPIIPGMEFSRSKSDNSSHPQKDDGDNPETIMSSGNVNSSS. The pKi is 9.1. The drug is CCCc1ccc(COc2ccc3c(c2)CCC(CN2CC(C(=O)O)C2)=C3C)c(OC)c1. (3) The target protein (P08235) has sequence METKGYHSLPEGLDMERRWGQVSQAVERSSLGPTERTDENNYMEIVNVSCVSGAIPNNSTQGSSKEKQELLPCLQQDNNRPGILTSDIKTELESKELSATVAESMGLYMDSVRDADYSYEQQNQQGSMSPAKIYQNVEQLVKFYKGNGHRPSTLSCVNTPLRSFMSDSGSSVNGGVMRAVVKSPIMCHEKSPSVCSPLNMTSSVCSPAGINSVSSTTASFGSFPVHSPITQGTPLTCSPNVENRGSRSHSPAHASNVGSPLSSPLSSMKSSISSPPSHCSVKSPVSSPNNVTLRSSVSSPANINNSRCSVSSPSNTNNRSTLSSPAASTVGSICSPVNNAFSYTASGTSAGSSTLRDVVPSPDTQEKGAQEVPFPKTEEVESAISNGVTGQLNIVQYIKPEPDGAFSSSCLGGNSKINSDSSFSVPIKQESTKHSCSGTSFKGNPTVNPFPFMDGSYFSFMDDKDYYSLSGILGPPVPGFDGNCEGSGFPVGIKQEPDDG.... The small molecule is C#C[C@]1(O)CC[C@H]2[C@@H]3CCC4=CC(=O)CCC4=C3[C@@H](c3ccc(N(C)CCNC(=O)N(C)C4CC[C@@]5(C)[C@@H](C4)C[C@@H](O)[C@@H]4[C@@H]5C[C@H](O)[C@@]5(C)[C@H]4CC[C@@H]5[C@H](C)CCC(=O)O)cc3)C[C@@]21C. The pKi is 6.1.